The task is: Predict the reactants needed to synthesize the given product.. This data is from Full USPTO retrosynthesis dataset with 1.9M reactions from patents (1976-2016). (1) Given the product [CH3:9][O:8][C:7]1[CH:6]=[CH:5][C:4]([C:10]2[O:11][C:12]3[CH:18]=[C:17]([CH3:19])[CH:16]=[CH:15][C:13]=3[N:14]=2)=[CH:3][C:2]=1[N:1]1[C:29](=[O:30])[C:23]2[C:22](=[CH:21][CH:20]=[C:25]([C:26]([OH:28])=[O:27])[CH:24]=2)[C:32]1=[O:31], predict the reactants needed to synthesize it. The reactants are: [NH2:1][C:2]1[CH:3]=[C:4]([C:10]2[O:11][C:12]3[CH:18]=[C:17]([CH3:19])[CH:16]=[CH:15][C:13]=3[N:14]=2)[CH:5]=[CH:6][C:7]=1[O:8][CH3:9].[CH:20]1[C:25]([C:26]([OH:28])=[O:27])=[CH:24][C:23]2[C:29]([O:31][C:32](=O)[C:22]=2[CH:21]=1)=[O:30]. (2) Given the product [CH3:9][C:8]1[C:2]([CH3:1])=[CH:3][C:4]([N+:10]([O-:12])=[O:11])=[C:5]2[C:7]=1[CH:14]=[CH:15][CH:17]=[N:6]2, predict the reactants needed to synthesize it. The reactants are: [CH3:1][C:2]1[C:8]([CH3:9])=[CH:7][C:5]([NH2:6])=[C:4]([N+:10]([O-:12])=[O:11])[CH:3]=1.O[CH2:14][CH:15]([CH2:17]O)O.[Na+].[N+](C1C=C(S([O-])(=O)=O)C=CC=1)([O-])=O.OS(O)(=O)=O.O. (3) Given the product [CH:1]1([C:6](=[O:9])[CH2:7][CH2:8][C:15]2[CH:14]=[CH:13][C:12]([CH:18]([F:20])[F:19])=[C:11]([F:10])[CH:16]=2)[CH2:5][CH2:4][CH2:3][CH2:2]1, predict the reactants needed to synthesize it. The reactants are: [CH:1]1([CH:6]([OH:9])[CH:7]=[CH2:8])[CH2:5][CH2:4][CH2:3][CH2:2]1.[F:10][C:11]1[CH:16]=[C:15](Br)[CH:14]=[CH:13][C:12]=1[CH:18]([F:20])[F:19].C([O-])(O)=O.[Na+].O. (4) Given the product [CH:30]1([CH2:29][N:16]2[C:15](=[O:33])[C:14]([N:11]([CH3:10])[CH3:12])=[C:19]([CH3:20])[C:18]([C:21]3[CH:22]=[CH:23][C:24]([S:47]([CH3:50])(=[O:48])=[O:46])=[CH:25][CH:26]=3)=[N:17]2)[CH2:31][CH2:32]1, predict the reactants needed to synthesize it. The reactants are: C(OC(N1C[CH2:12][N:11]([C:14]2[C:15](=[O:33])[N:16]([CH2:29][CH:30]([CH3:32])[CH3:31])[N:17]=[C:18]([C:21]3[CH:26]=[CH:25][C:24](C)=[C:23](F)[CH:22]=3)[C:19]=2[CH3:20])[CH2:10]C1)=O)(C)(C)C.C1(CN2C(=O)C(C[O:46][S:47]([CH3:50])(=O)=[O:48])=CC(C3C=CC(S(C)(=O)=O)=CC=3)=N2)CC1.CNC. (5) Given the product [OH:36][CH2:35][C:34]([N:2]([CH3:1])[C@H:3]([CH3:33])[CH2:4][O:5][C:6]1[CH:15]=[CH:14][CH:13]=[C:12]2[C:7]=1[C:8]([NH:16][C:17]1[CH:18]=[C:19]3[C:23](=[CH:24][CH:25]=1)[N:22]([CH2:26][C:27]1[CH:32]=[CH:31][CH:30]=[CH:29][N:28]=1)[CH:21]=[CH:20]3)=[N:9][CH:10]=[N:11]2)=[O:38], predict the reactants needed to synthesize it. The reactants are: [CH3:1][NH:2][C@H:3]([CH3:33])[CH2:4][O:5][C:6]1[CH:15]=[CH:14][CH:13]=[C:12]2[C:7]=1[C:8]([NH:16][C:17]1[CH:18]=[C:19]3[C:23](=[CH:24][CH:25]=1)[N:22]([CH2:26][C:27]1[CH:32]=[CH:31][CH:30]=[CH:29][N:28]=1)[CH:21]=[CH:20]3)=[N:9][CH:10]=[N:11]2.[C:34]([OH:38])(=O)[CH2:35][OH:36].C(N(C(C)C)CC)(C)C.CN(C(ON1N=NC2C=CC=NC1=2)=[N+](C)C)C.F[P-](F)(F)(F)(F)F. (6) Given the product [N:38]1([C:36]2[N:35]=[CH:34][N:33]=[C:32]([NH:31][C:28]3[CH:29]=[CH:30][C:25]([C:24]([NH:13][C:11]4[S:10][N:9]=[C:8]([C:5]5[CH:6]=[CH:7][C:2]([F:1])=[C:3]([C:14]([F:15])([F:16])[F:17])[CH:4]=5)[N:12]=4)=[O:23])=[CH:26][CH:27]=3)[CH:37]=2)[CH2:39][CH2:40][CH2:41]1, predict the reactants needed to synthesize it. The reactants are: [F:1][C:2]1[CH:7]=[CH:6][C:5]([C:8]2[N:12]=[C:11]([NH2:13])[S:10][N:9]=2)=[CH:4][C:3]=1[C:14]([F:17])([F:16])[F:15].C[Al](C)C.C[O:23][C:24](=O)[C:25]1[CH:30]=[CH:29][C:28]([NH:31][C:32]2[CH:37]=[C:36]([N:38]3[CH2:41][CH2:40][CH2:39]3)[N:35]=[CH:34][N:33]=2)=[CH:27][CH:26]=1.